Task: Predict the reactants needed to synthesize the given product.. Dataset: Full USPTO retrosynthesis dataset with 1.9M reactions from patents (1976-2016) Given the product [F:43][C:42]1[CH:41]=[C:29]([OH:30])[CH:28]=[C:27]([F:44])[C:26]=1[CH2:25][CH2:24][N:8]([N:6]1[CH:5]=[N:4][N:3]=[CH:7]1)[C:9]1[CH:14]=[C:13]([C:15]2[CH:20]=[CH:19][CH:18]=[CH:17][CH:16]=2)[C:12]([C:21]#[N:22])=[CH:11][CH:10]=1, predict the reactants needed to synthesize it. The reactants are: [H-].[Na+].[N:3]1[N:4]=[CH:5][N:6]([NH:8][C:9]2[CH:14]=[C:13]([C:15]3[CH:20]=[CH:19][CH:18]=[CH:17][CH:16]=3)[C:12]([C:21]#[N:22])=[CH:11][CH:10]=2)[CH:7]=1.Br[CH2:24][CH2:25][C:26]1[C:42]([F:43])=[CH:41][C:29]([O:30][Si](C(C)C)(C(C)C)C(C)C)=[CH:28][C:27]=1[F:44].CCCC[N+](CCCC)(CCCC)CCCC.[F-].